From a dataset of CYP2C19 inhibition data for predicting drug metabolism from PubChem BioAssay. Regression/Classification. Given a drug SMILES string, predict its absorption, distribution, metabolism, or excretion properties. Task type varies by dataset: regression for continuous measurements (e.g., permeability, clearance, half-life) or binary classification for categorical outcomes (e.g., BBB penetration, CYP inhibition). Dataset: cyp2c19_veith. (1) The result is 1 (inhibitor). The compound is COc1ccc(N2CCN(C(=S)Nc3cc(C)ccc3C)CC2)cc1. (2) The compound is COc1ccc2c(c1)[n+]([O-])c(/C(C)=N/NC(N)=S)c(C)[n+]2[O-]. The result is 0 (non-inhibitor). (3) The drug is O=C(c1cc(C(F)(F)F)cc(C(F)(F)F)c1)N1CCC2(CC1)CCN(c1ccccc1)CC2. The result is 0 (non-inhibitor). (4) The molecule is CC[C@]1(O)C[C@H]2CN(CCc3c([nH]c4ccccc34)[C@](C(=O)OC)(c3cc4c(cc3OC)N(C)[C@@H]3[C@](O)(C(=O)OC)[C@H](OC(C)=O)[C@]5(CC)C=CCN6CC[C@]43[C@@H]65)C2)C1. The result is 0 (non-inhibitor). (5) The drug is CCc1nnc(NC=C2C(=O)OC(C)(C)OC2=O)s1. The result is 0 (non-inhibitor).